This data is from Full USPTO retrosynthesis dataset with 1.9M reactions from patents (1976-2016). The task is: Predict the reactants needed to synthesize the given product. (1) Given the product [NH2:22]/[C:1](/[CH3:2])=[C:4](/[CH2:17][CH2:18][CH:19]([CH3:21])[CH3:20])\[C:5]([NH:7][CH2:8][CH2:9][C:10]1[CH:15]=[CH:14][CH:13]=[C:12]([F:16])[CH:11]=1)=[O:6], predict the reactants needed to synthesize it. The reactants are: [C:1]([CH:4]([CH2:17][CH2:18][CH:19]([CH3:21])[CH3:20])[C:5]([NH:7][CH2:8][CH2:9][C:10]1[CH:15]=[CH:14][CH:13]=[C:12]([F:16])[CH:11]=1)=[O:6])(=O)[CH3:2].[NH3:22].[Al+3].[Cl-].[Cl-].[Cl-]. (2) Given the product [CH3:62][O:61][C:55]1[C:54]([NH:38][C:32]2[CH:31]=[C:30]3[C:35](=[C:34]([C:36]#[N:37])[CH:33]=2)[N:27]([CH3:26])[C@H:28]2[CH2:52][CH2:51][NH:50][CH2:49][C@@H:29]32)=[CH:59][C:58]([CH3:60])=[CH:57][N:56]=1, predict the reactants needed to synthesize it. The reactants are: CN1C2C(C(F)(F)F)=CC(NC3C=NC=CC=3)=CC=2C2CNCCC12.[CH3:26][N:27]1[C:35]2[C:30](=[CH:31][C:32]([NH:38]C3C=NC=CC=3C(F)(F)F)=[CH:33][C:34]=2[C:36]#[N:37])[C@@H:29]2[CH2:49][NH:50][CH2:51][CH2:52][C@H:28]12.Br[C:54]1[C:55]([O:61][CH3:62])=[N:56][CH:57]=[C:58]([CH3:60])[CH:59]=1.CC([O-])(C)C.[Na+]. (3) The reactants are: Br[C:2]1[CH:9]=[C:8]([Cl:10])[CH:7]=[C:6]([F:11])[C:3]=1[C:4]#[N:5].[Br-].[Li+].[Cu]C#N.[CH3:17][O:18][C:19]1[CH:20]=[C:21]([CH:25]=[CH:26][CH:27]=1)[C:22](Cl)=[O:23]. Given the product [Cl:10][C:8]1[CH:9]=[C:2]([C:22](=[O:23])[C:21]2[CH:25]=[CH:26][CH:27]=[C:19]([O:18][CH3:17])[CH:20]=2)[C:3]([C:4]#[N:5])=[C:6]([F:11])[CH:7]=1, predict the reactants needed to synthesize it. (4) The reactants are: [CH3:1][N:2]([CH3:16])[S:3](OB(C1C=CC=CC=1C)O)(=[O:5])=[O:4].Cl[C:18]1[N:23]=[C:22]2[CH:24]=[C:25]([C:32]3[CH:37]=[CH:36][CH:35]=[CH:34][C:33]=3[Cl:38])[N:26]([C:27]([O:29][CH2:30][CH3:31])=[O:28])[C:21]2=[CH:20][CH:19]=1.C[CH:40]([C:42]1[CH:47]=[C:46](C(C)C)[C:45](C2C=CC=CC=2P(C2CCCCC2)C2CCCCC2)=[C:44](C(C)C)[CH:43]=1)C.C(N(CC)CC)C. Given the product [CH2:30]([O:29][C:27]([N:26]1[C:21]2[C:22](=[N:23][C:18]([C:43]3[CH:44]=[CH:45][C:46]([S:3](=[O:5])(=[O:4])[N:2]([CH3:16])[CH3:1])=[CH:47][C:42]=3[CH3:40])=[CH:19][CH:20]=2)[CH:24]=[C:25]1[C:32]1[CH:37]=[CH:36][CH:35]=[CH:34][C:33]=1[Cl:38])=[O:28])[CH3:31], predict the reactants needed to synthesize it. (5) Given the product [CH3:16][N:17]1[C:25]2[C:20](=[C:21]([NH:26][C:2]([NH:1][CH2:4][C:5]3[CH:10]=[CH:9][C:8]([N:11]4[CH2:15][CH2:14][CH2:13][CH2:12]4)=[CH:7][CH:6]=3)=[O:3])[CH:22]=[CH:23][CH:24]=2)[CH:19]=[N:18]1, predict the reactants needed to synthesize it. The reactants are: [N:1]([CH2:4][C:5]1[CH:10]=[CH:9][C:8]([N:11]2[CH2:15][CH2:14][CH2:13][CH2:12]2)=[CH:7][CH:6]=1)=[C:2]=[O:3].[CH3:16][N:17]1[C:25]2[CH:24]=[CH:23][CH:22]=[C:21]([NH2:26])[C:20]=2[CH:19]=[N:18]1.N1C2C=CC=C(N)C=2C=N1.